This data is from Forward reaction prediction with 1.9M reactions from USPTO patents (1976-2016). The task is: Predict the product of the given reaction. (1) Given the reactants [CH3:1][S:2](Cl)(=[O:4])=[O:3].C(N(CC)CC)C.[CH:13]([C:16]1[N:20]=[C:19]([N:21]2[CH2:26][CH2:25][CH:24]([C@H:27]([CH3:31])[CH2:28][CH2:29][OH:30])[CH2:23][CH2:22]2)[O:18][N:17]=1)([CH3:15])[CH3:14].C([O-])(O)=O.[Na+], predict the reaction product. The product is: [CH:13]([C:16]1[N:20]=[C:19]([N:21]2[CH2:26][CH2:25][CH:24]([C@H:27]([CH3:31])[CH2:28][CH2:29][O:30][S:2]([CH3:1])(=[O:4])=[O:3])[CH2:23][CH2:22]2)[O:18][N:17]=1)([CH3:15])[CH3:14]. (2) Given the reactants [CH3:1][C:2]1[C:10]2[C:9]([C:11](O)=[O:12])=[CH:8][C:7]([CH3:14])=[N:6][C:5]=2[N:4]([C:15]2[CH:20]=[CH:19][C:18]([CH3:21])=[CH:17][CH:16]=2)[N:3]=1.[CH3:22][C:23]1[C:28]([NH2:29])=[C:27]([CH3:30])[CH:26]=[CH:25][N:24]=1.P(Cl)(Cl)(Cl)=O, predict the reaction product. The product is: [CH3:22][C:23]1[C:28]([NH:29][C:11]([C:9]2[C:10]3[C:2]([CH3:1])=[N:3][N:4]([C:15]4[CH:20]=[CH:19][C:18]([CH3:21])=[CH:17][CH:16]=4)[C:5]=3[N:6]=[C:7]([CH3:14])[CH:8]=2)=[O:12])=[C:27]([CH3:30])[CH:26]=[CH:25][N:24]=1. (3) The product is: [Cl:1][C:2]1[CH:3]=[C:4]([CH:10]([CH3:18])[C:11]([O:13][CH3:14])=[O:12])[CH:5]=[CH:6][C:7]=1[C:8]#[N:9]. Given the reactants [Cl:1][C:2]1[CH:3]=[C:4]([CH2:10][C:11]([O:13][CH3:14])=[O:12])[CH:5]=[CH:6][C:7]=1[C:8]#[N:9].[H-].[Na+].I[CH3:18], predict the reaction product. (4) The product is: [OH:14][C:12]([C:15]1[CH:24]=[CH:23][C:18]([C:19]([O:21][CH3:22])=[O:20])=[CH:17][CH:16]=1)([C:4]1[S:3][CH:2]=[N:6][CH:5]=1)[CH3:13]. Given the reactants Br[C:2]1[S:3][CH:4]=[CH:5][N:6]=1.C([Mg]Cl)(C)C.[C:12]([C:15]1[CH:24]=[CH:23][C:18]([C:19]([O:21][CH3:22])=[O:20])=[CH:17][CH:16]=1)(=[O:14])[CH3:13], predict the reaction product.